From a dataset of Full USPTO retrosynthesis dataset with 1.9M reactions from patents (1976-2016). Predict the reactants needed to synthesize the given product. (1) Given the product [Br:21][CH2:22][CH2:23][CH2:24][N:8]1[CH2:7][C:6]2[CH:20]=[C:2]([F:1])[CH:3]=[CH:4][C:5]=2[N:10]([C:11]2[CH:16]=[CH:15][CH:14]=[CH:13][C:12]=2[F:17])[S:9]1(=[O:19])=[O:18], predict the reactants needed to synthesize it. The reactants are: [F:1][C:2]1[CH:3]=[CH:4][C:5]2[N:10]([C:11]3[CH:16]=[CH:15][CH:14]=[CH:13][C:12]=3[F:17])[S:9](=[O:19])(=[O:18])[NH:8][CH2:7][C:6]=2[CH:20]=1.[Br:21][CH2:22][CH2:23][CH2:24]O. (2) Given the product [Br:20][C:21]1[CH:29]=[CH:28][CH:27]=[CH:26][C:22]=1[C:23]([N:10]1[CH2:11][CH2:12][C:7]2([CH2:2][CH2:3][N:4]([C:13]([O:15][C:16]([CH3:19])([CH3:18])[CH3:17])=[O:14])[CH2:5][CH2:6]2)[CH2:8][CH2:9]1)=[O:24], predict the reactants needed to synthesize it. The reactants are: Cl.[CH2:2]1[C:7]2([CH2:12][CH2:11][NH:10][CH2:9][CH2:8]2)[CH2:6][CH2:5][N:4]([C:13]([O:15][C:16]([CH3:19])([CH3:18])[CH3:17])=[O:14])[CH2:3]1.[Br:20][C:21]1[CH:29]=[CH:28][CH:27]=[CH:26][C:22]=1[C:23](O)=[O:24].CN(C(ON1N=NC2C=CC=CC1=2)=[N+](C)C)C.F[P-](F)(F)(F)(F)F.C(N(CC)CC)C. (3) Given the product [C:20]([C:2]1[CH:3]=[CH:4][C:5]([O:18][CH3:19])=[C:6]([CH:17]=1)[C:7]([NH:9][C:10]1[CH:15]=[CH:14][C:13]([Cl:16])=[CH:12][CH:11]=1)=[O:8])#[N:21], predict the reactants needed to synthesize it. The reactants are: Br[C:2]1[CH:3]=[CH:4][C:5]([O:18][CH3:19])=[C:6]([CH:17]=1)[C:7]([NH:9][C:10]1[CH:15]=[CH:14][C:13]([Cl:16])=[CH:12][CH:11]=1)=[O:8].[CH3:20][N:21](C)C=O. (4) Given the product [Cl:1][C:2]1[CH:7]=[CH:6][N:5]=[C:4]2[CH:8]=[C:9]([C:11]([NH2:23])=[O:13])[S:10][C:3]=12, predict the reactants needed to synthesize it. The reactants are: [Cl:1][C:2]1[CH:7]=[CH:6][N:5]=[C:4]2[CH:8]=[C:9]([C:11]([O-:13])=O)[S:10][C:3]=12.[Li+].S(Cl)(Cl)=O.C(Cl)Cl.C[N:23](C=O)C. (5) Given the product [CH:2]([C:3]1[CH:4]=[C:5]([S:19]([NH2:22])(=[O:20])=[O:21])[CH:6]=[CH:7][C:8]=1[O:9][C:10]1[CH:15]=[CH:14][C:13]([S:16][CH3:17])=[C:12]([CH3:18])[CH:11]=1)=[O:1], predict the reactants needed to synthesize it. The reactants are: [OH:1][CH2:2][C:3]1[CH:4]=[C:5]([S:19]([NH2:22])(=[O:21])=[O:20])[CH:6]=[CH:7][C:8]=1[O:9][C:10]1[CH:15]=[CH:14][C:13]([S:16][CH3:17])=[C:12]([CH3:18])[CH:11]=1.CC(OI1(OC(C)=O)(OC(C)=O)OC(=O)C2C=CC=CC1=2)=O. (6) Given the product [CH:1]([C:3]1[CH:13]=[CH:12][C:6]([O:7][CH2:8][C:9]([NH:15][CH3:14])=[O:10])=[CH:5][CH:4]=1)=[O:2], predict the reactants needed to synthesize it. The reactants are: [CH:1]([C:3]1[CH:13]=[CH:12][C:6]([O:7][CH2:8][C:9](O)=[O:10])=[CH:5][CH:4]=1)=[O:2].[CH3:14][N:15](C=O)C.C(Cl)(=O)C(Cl)=O.